Dataset: Catalyst prediction with 721,799 reactions and 888 catalyst types from USPTO. Task: Predict which catalyst facilitates the given reaction. (1) Reactant: Cl.[NH2:2][CH2:3][CH2:4][C:5]1[CH:10]=[CH:9][C:8]([NH:11][C:12]([C:14]2[CH:19]=[C:18]([N+:20]([O-:22])=[O:21])[CH:17]=[CH:16][C:15]=2[Cl:23])=[O:13])=[CH:7][CH:6]=1.C(=O)(O)[O-].[Na+].O. Product: [NH2:2][CH2:3][CH2:4][C:5]1[CH:6]=[CH:7][C:8]([NH:11][C:12]([C:14]2[CH:19]=[C:18]([N+:20]([O-:22])=[O:21])[CH:17]=[CH:16][C:15]=2[Cl:23])=[O:13])=[CH:9][CH:10]=1. The catalyst class is: 81. (2) Reactant: P(Br)(Br)Br.[Br:5][C:6]1[C:11]([O:12][CH3:13])=[CH:10][N+:9]([O-])=[C:8]([CH2:15][CH3:16])[CH:7]=1.[OH-].[Na+]. Product: [Br:5][C:6]1[C:11]([O:12][CH3:13])=[CH:10][N:9]=[C:8]([CH2:15][CH3:16])[CH:7]=1. The catalyst class is: 2.